From a dataset of Peptide-MHC class II binding affinity with 134,281 pairs from IEDB. Regression. Given a peptide amino acid sequence and an MHC pseudo amino acid sequence, predict their binding affinity value. This is MHC class II binding data. (1) The peptide sequence is AAKPAAAATATATAA. The MHC is HLA-DQA10301-DQB10302 with pseudo-sequence HLA-DQA10301-DQB10302. The binding affinity (normalized) is 0.211. (2) The binding affinity (normalized) is 0.290. The peptide sequence is AMKVAATAANAAPAN. The MHC is DRB1_0901 with pseudo-sequence DRB1_0901. (3) The peptide sequence is TDFAGKTVWFVPSIK. The MHC is DRB3_0101 with pseudo-sequence DRB3_0101. The binding affinity (normalized) is 0.107. (4) The peptide sequence is LGRFKHTDACCRTHDMCP. The MHC is DRB1_0701 with pseudo-sequence DRB1_0701. The binding affinity (normalized) is 0.531. (5) The peptide sequence is KGSNPNYLALLVKFV. The MHC is HLA-DPA10103-DPB10401 with pseudo-sequence HLA-DPA10103-DPB10401. The binding affinity (normalized) is 0.348. (6) The binding affinity (normalized) is 0.323. The peptide sequence is DSTVIRNLKNAGLIV. The MHC is DRB1_0901 with pseudo-sequence DRB1_0901. (7) The peptide sequence is YDKFLANISTVLTGK. The MHC is DRB1_1101 with pseudo-sequence DRB1_1101. The binding affinity (normalized) is 0.609. (8) The peptide sequence is LNKMRAVWVDGKART. The MHC is HLA-DPA10201-DPB11401 with pseudo-sequence HLA-DPA10201-DPB11401. The binding affinity (normalized) is 0.482. (9) The MHC is DRB1_0701 with pseudo-sequence DRB1_0701. The peptide sequence is KYTVIITVHTGDQHQ. The binding affinity (normalized) is 0.539. (10) The peptide sequence is GEWQIVDKIDAAFKI. The MHC is DRB1_1201 with pseudo-sequence DRB1_1201. The binding affinity (normalized) is 0.605.